Dataset: Catalyst prediction with 721,799 reactions and 888 catalyst types from USPTO. Task: Predict which catalyst facilitates the given reaction. (1) Reactant: [CH3:1][C:2]1([CH3:23])[C:6]([CH3:8])([CH3:7])[O:5][B:4]([C:9]2[CH:14]=[CH:13][C:12]([C@@H:15]3[CH2:17][C@H:16]3[C:18]([O:20]CC)=[O:19])=[CH:11][CH:10]=2)[O:3]1.Cl. Product: [CH3:7][C:6]1([CH3:8])[C:2]([CH3:1])([CH3:23])[O:3][B:4]([C:9]2[CH:14]=[CH:13][C:12]([C@@H:15]3[CH2:17][C@H:16]3[C:18]([OH:20])=[O:19])=[CH:11][CH:10]=2)[O:5]1. The catalyst class is: 74. (2) Reactant: [Br:1][C:2]1[CH:3]=[CH:4][C:5]([Cl:11])=[C:6]([CH:10]=1)[C:7](O)=[O:8].C(Cl)(=O)C([Cl:15])=O.O1CCCC1. Product: [Br:1][C:2]1[CH:3]=[CH:4][C:5]([Cl:11])=[C:6]([CH:10]=1)[C:7]([Cl:15])=[O:8]. The catalyst class is: 120. (3) Product: [CH2:19]([C:15]1([CH2:14][O:13][CH2:12][CH2:11][CH2:10][CH2:9][CH2:8][CH2:7][O:21][C:22]2[CH:30]=[CH:29][C:25]([C:26]([OH:28])=[O:27])=[CH:24][CH:23]=2)[CH2:18][O:17][CH2:16]1)[CH3:20]. The catalyst class is: 6. Reactant: CN(C)C=O.Br[CH2:7][CH2:8][CH2:9][CH2:10][CH2:11][CH2:12][O:13][CH2:14][C:15]1([CH2:19][CH3:20])[CH2:18][O:17][CH2:16]1.[OH:21][C:22]1[CH:30]=[CH:29][C:25]([C:26]([OH:28])=[O:27])=[CH:24][CH:23]=1.C(=O)([O-])[O-].[K+].[K+].